From a dataset of Reaction yield outcomes from USPTO patents with 853,638 reactions. Predict the reaction yield, written as a fraction of the theoretical maximum amount of product (1.0 means a 100% yield; for example, 0.34 means a 34% yield). (1) The reactants are [CH:1]([C@H:4]1[CH2:9][NH:8][CH2:7][CH2:6][NH:5]1)([CH3:3])[CH3:2].[CH3:10][C:11]([O:14][C:15](ON=C(C1C=CC=CC=1)C#N)=[O:16])([CH3:13])[CH3:12].C(N(CC)CC)C.C(Cl)Cl.CO. The catalyst is O1CCOCC1.O. The product is [C:11]([O:14][C:15]([N:8]1[CH2:7][CH2:6][NH:5][C@@H:4]([CH:1]([CH3:3])[CH3:2])[CH2:9]1)=[O:16])([CH3:13])([CH3:12])[CH3:10]. The yield is 0.749. (2) The reactants are [C:1]([O:5][C:6]([N:8]1[CH2:13][CH2:12][CH:11]([C:14]2[NH:15][CH:16]=[C:17]([C:19]3[CH:24]=[CH:23][C:22]([F:25])=[C:21]([C:26]([F:29])([F:28])[F:27])[CH:20]=3)[N:18]=2)[CH2:10][CH2:9]1)=[O:7])([CH3:4])([CH3:3])[CH3:2].[H-].[Na+].[CH2:32]([O:39][C:40]([N:42]1[CH2:46][CH2:45][CH2:44][CH:43]1[CH2:47]OS(C1C=CC(C)=CC=1)(=O)=O)=[O:41])[C:33]1[CH:38]=[CH:37][CH:36]=[CH:35][CH:34]=1. The catalyst is CN(C=O)C. The product is [C:1]([O:5][C:6]([N:8]1[CH2:13][CH2:12][CH:11]([C:14]2[N:15]([CH2:47][CH:43]3[CH2:44][CH2:45][CH2:46][N:42]3[C:40]([O:39][CH2:32][C:33]3[CH:38]=[CH:37][CH:36]=[CH:35][CH:34]=3)=[O:41])[CH:16]=[C:17]([C:19]3[CH:24]=[CH:23][C:22]([F:25])=[C:21]([C:26]([F:27])([F:28])[F:29])[CH:20]=3)[N:18]=2)[CH2:10][CH2:9]1)=[O:7])([CH3:4])([CH3:2])[CH3:3]. The yield is 0.516. (3) The reactants are [NH2:1][C:2]1[CH:9]=[C:8]([O:10][CH3:11])[C:7]([O:12][CH3:13])=[CH:6][C:3]=1[C:4]#[N:5].[CH2:14](N)[CH2:15][NH2:16]. The catalyst is O.P12(SP3(SP(SP(S3)(S1)=S)(=S)S2)=S)=S. The product is [NH:5]1[CH2:14][CH2:15][N:16]=[C:4]1[C:3]1[CH:6]=[C:7]([O:12][CH3:13])[C:8]([O:10][CH3:11])=[CH:9][C:2]=1[NH2:1]. The yield is 0.820. (4) The reactants are [CH3:1][C:2]1[CH:3]=[C:4]([CH:24]=[CH:25][C:26]=1[OH:27])[NH:5][C:6]1[C:15]2[C:10](=[CH:11][CH:12]=[CH:13][C:14]=2[O:16][CH:17]2[CH2:22][CH2:21][N:20]([CH3:23])[CH2:19][CH2:18]2)[N:9]=[CH:8][N:7]=1.Cl[CH2:29][C:30]1[CH:34]=[C:33]([CH3:35])[O:32][N:31]=1. No catalyst specified. The product is [CH3:1][C:2]1[CH:3]=[C:4]([CH:24]=[CH:25][C:26]=1[O:27][CH2:29][C:30]1[CH:34]=[C:33]([CH3:35])[O:32][N:31]=1)[NH:5][C:6]1[C:15]2[C:10](=[CH:11][CH:12]=[CH:13][C:14]=2[O:16][CH:17]2[CH2:22][CH2:21][N:20]([CH3:23])[CH2:19][CH2:18]2)[N:9]=[CH:8][N:7]=1. The yield is 0.700. (5) The reactants are [Cl:1][C:2]1[C:7]([I:8])=[CH:6][C:5]([NH:9][CH2:10][C:11]([OH:13])=O)=[C:4]([O:14][CH3:15])[CH:3]=1.[N:16]1([CH:22]2[CH2:25][N:24]([C:26]([O:28][C:29]([CH3:32])([CH3:31])[CH3:30])=[O:27])[CH2:23]2)[CH2:21][CH2:20][NH:19][CH2:18][CH2:17]1.CCN=C=NCCCN(C)C.Cl.C1C=CC2N(O)N=NC=2C=1.CCN(CC)CC. The catalyst is CN(C=O)C. The product is [Cl:1][C:2]1[C:7]([I:8])=[CH:6][C:5]([NH:9][CH2:10][C:11]([N:19]2[CH2:20][CH2:21][N:16]([CH:22]3[CH2:23][N:24]([C:26]([O:28][C:29]([CH3:32])([CH3:31])[CH3:30])=[O:27])[CH2:25]3)[CH2:17][CH2:18]2)=[O:13])=[C:4]([O:14][CH3:15])[CH:3]=1. The yield is 0.670. (6) The reactants are [Cl:1][C:2]1[CH:44]=[CH:43][C:5]([CH2:6][N:7]2[C:15]3[C:14](=[O:16])[N:13](CC4C=CC(OC)=CC=4)[C:12](=[O:26])[N:11]([CH3:27])[C:10]=3[N:9]=[C:8]2[CH2:28][CH2:29][CH2:30][O:31][C:32]2[CH:37]=[CH:36][CH:35]=[C:34]([O:38][C:39]([F:42])([F:41])[F:40])[CH:33]=2)=[CH:4][CH:3]=1.C(O)(C(F)(F)F)=O.FC(F)(F)S(O)(=O)=O. The catalyst is C(Cl)Cl. The product is [Cl:1][C:2]1[CH:3]=[CH:4][C:5]([CH2:6][N:7]2[C:15]3[C:14](=[O:16])[NH:13][C:12](=[O:26])[N:11]([CH3:27])[C:10]=3[N:9]=[C:8]2[CH2:28][CH2:29][CH2:30][O:31][C:32]2[CH:37]=[CH:36][CH:35]=[C:34]([O:38][C:39]([F:42])([F:40])[F:41])[CH:33]=2)=[CH:43][CH:44]=1. The yield is 0.776.